Predict which catalyst facilitates the given reaction. From a dataset of Catalyst prediction with 721,799 reactions and 888 catalyst types from USPTO. (1) Reactant: [Cl:1][C:2]1[CH:11]=[C:10]2[C:5]([CH:6]=[C:7]([C:12](NNS(C3C=CC(C)=CC=3)(=O)=O)=[O:13])[CH:8]=[N:9]2)=[CH:4][CH:3]=1.C([O-])([O-])=O.[Na+].[Na+]. Product: [Cl:1][C:2]1[CH:11]=[C:10]2[C:5]([CH:6]=[C:7]([CH2:12][OH:13])[CH:8]=[N:9]2)=[CH:4][CH:3]=1. The catalyst class is: 746. (2) Reactant: [NH2:1][CH2:2][CH:3]([C:20]1[CH:25]=[CH:24][CH:23]=[CH:22][CH:21]=1)[CH:4]([C:14]1[CH:15]=[N:16][CH:17]=[CH:18][CH:19]=1)[C:5]([N:7]([CH:11]([CH3:13])[CH3:12])[CH:8]([CH3:10])[CH3:9])=[O:6].[F:26][C:27]1[CH:32]=[CH:31][CH:30]=[CH:29][C:28]=1[CH2:33][N:34]=[C:35]=[O:36].CCN(C(C)C)C(C)C.C(O)C(N)(CO)CO. Product: [CH:11]([N:7]([CH:8]([CH3:9])[CH3:10])[C:5]([CH:4]([C:14]1[CH:15]=[N:16][CH:17]=[CH:18][CH:19]=1)[CH:3]([C:20]1[CH:21]=[CH:22][CH:23]=[CH:24][CH:25]=1)[CH2:2][NH:1][C:35]([NH:34][CH2:33][C:28]1[CH:29]=[CH:30][CH:31]=[CH:32][C:27]=1[F:26])=[O:36])=[O:6])([CH3:13])[CH3:12]. The catalyst class is: 2.